Dataset: Full USPTO retrosynthesis dataset with 1.9M reactions from patents (1976-2016). Task: Predict the reactants needed to synthesize the given product. (1) Given the product [NH2:10][C:8]1[CH:9]=[C:4]2[C:5]([CH2:13][CH2:14][C:15](=[O:17])[NH:1]2)=[CH:6][CH:7]=1, predict the reactants needed to synthesize it. The reactants are: [N+:1]([C:4]1[CH:9]=[C:8]([N+:10]([O-])=O)[CH:7]=[CH:6][C:5]=1[CH2:13][CH2:14][C:15]([O:17]CC)=O)([O-])=O. (2) Given the product [F:36][C:2]([F:1])([F:35])[C:3]1[CH:4]=[C:5]([C:9]2[CH:20]=[C:19]([CH:21]([N:23]([CH3:34])[S:24]([C:27]3[CH:28]=[CH:29][C:30]([F:33])=[CH:31][CH:32]=3)(=[O:26])=[O:25])[CH3:22])[CH:18]=[CH:17][C:10]=2[O:11][CH2:12][C:13]([OH:15])=[O:14])[CH:6]=[CH:7][CH:8]=1, predict the reactants needed to synthesize it. The reactants are: [F:1][C:2]([F:36])([F:35])[C:3]1[CH:4]=[C:5]([C:9]2[CH:20]=[C:19]([CH:21]([N:23]([CH3:34])[S:24]([C:27]3[CH:32]=[CH:31][C:30]([F:33])=[CH:29][CH:28]=3)(=[O:26])=[O:25])[CH3:22])[CH:18]=[CH:17][C:10]=2[O:11][CH2:12][C:13]([O:15]C)=[O:14])[CH:6]=[CH:7][CH:8]=1.[OH-].[Li+]. (3) Given the product [C:23]([CH:2]1[NH:7][CH2:6][CH2:5][N:4]([S:15]([C:18]2[S:19][CH:20]=[CH:21][CH:22]=2)(=[O:17])=[O:16])[CH2:3]1)#[C:24][CH3:25], predict the reactants needed to synthesize it. The reactants are: O=[C:2]([C:23]#[C:24][CH3:25])[CH2:3][N:4]([S:15]([C:18]1[S:19][CH:20]=[CH:21][CH:22]=1)(=[O:17])=[O:16])[CH2:5][CH2:6][NH:7]C(=O)OC(C)(C)C.C(O[BH-](OC(=O)C)OC(=O)C)(=O)C.[Na+].C(O)(C(F)(F)F)=O.